This data is from Experimentally validated miRNA-target interactions with 360,000+ pairs, plus equal number of negative samples. The task is: Binary Classification. Given a miRNA mature sequence and a target amino acid sequence, predict their likelihood of interaction. (1) The miRNA is hsa-miR-7160-5p with sequence UGCUGAGGUCCGGGCUGUGCC. The protein sequence of the target gene is MAPASRLLALWALAAVALPGSGAEGDGGWRPGGPGAVAEEERCTVERRADLTYAEFVQQYAFVRPVILQGLTDNSRFRALCSRDRLLASFGDRVVRLSTANTYSYHKVDLPFQEYVEQLLHPQDPTSLGNDTLYFFGDNNFTEWASLFRHYSPPPFGLLGTAPAYSFGIAGAGSGVPFHWHGPGYSEVIYGRKRWFLYPPEKTPEFHPNKTTLAWLRDTYPALPPSARPLECTIRAGEVLYFPDRWWHATLNLDTSVFISTFLG. Result: 0 (no interaction). (2) The miRNA is mmu-miR-449a-5p with sequence UGGCAGUGUAUUGUUAGCUGGU. The protein sequence of the target gene is MGTRDDEYDYLFKVVLIGDSGVGKSNLLSRFTRNEFNLESKSTIGVEFATRSIQVDGKTIKAQIWDTAGQERYRAITSAYYRGAVGALLVYDIAKHLTYENVERWLKELRDHADSNIVIMLVGNKSDLRHLRAVPTDEARAFAEKNNLSFIETSALDSTNVEEAFKNILTEIYRIVSQKQIADRAAHDESPGNNVVDISVPPTTDGQRPNKLQCCQSL. Result: 1 (interaction).